Task: Regression. Given two drug SMILES strings and cell line genomic features, predict the synergy score measuring deviation from expected non-interaction effect.. Dataset: NCI-60 drug combinations with 297,098 pairs across 59 cell lines (1) Drug 1: C1CN1P(=S)(N2CC2)N3CC3. Drug 2: C1=NC2=C(N=C(N=C2N1C3C(C(C(O3)CO)O)O)F)N. Cell line: CCRF-CEM. Synergy scores: CSS=68.3, Synergy_ZIP=5.20, Synergy_Bliss=7.84, Synergy_Loewe=-1.75, Synergy_HSA=7.26. (2) Drug 1: CCC(=C(C1=CC=CC=C1)C2=CC=C(C=C2)OCCN(C)C)C3=CC=CC=C3.C(C(=O)O)C(CC(=O)O)(C(=O)O)O. Drug 2: CC1=C2C(C(=O)C3(C(CC4C(C3C(C(C2(C)C)(CC1OC(=O)C(C(C5=CC=CC=C5)NC(=O)OC(C)(C)C)O)O)OC(=O)C6=CC=CC=C6)(CO4)OC(=O)C)O)C)O. Cell line: SR. Synergy scores: CSS=23.2, Synergy_ZIP=39.5, Synergy_Bliss=39.3, Synergy_Loewe=34.1, Synergy_HSA=33.6. (3) Drug 1: C1CCN(CC1)CCOC2=CC=C(C=C2)C(=O)C3=C(SC4=C3C=CC(=C4)O)C5=CC=C(C=C5)O. Drug 2: C1CC(=O)NC(=O)C1N2C(=O)C3=CC=CC=C3C2=O. Cell line: MDA-MB-435. Synergy scores: CSS=-4.45, Synergy_ZIP=2.86, Synergy_Bliss=2.16, Synergy_Loewe=-6.30, Synergy_HSA=-6.05. (4) Drug 1: CC12CCC3C(C1CCC2O)C(CC4=C3C=CC(=C4)O)CCCCCCCCCS(=O)CCCC(C(F)(F)F)(F)F. Drug 2: C1=NNC2=C1C(=O)NC=N2. Cell line: MALME-3M. Synergy scores: CSS=14.3, Synergy_ZIP=-5.15, Synergy_Bliss=-1.29, Synergy_Loewe=-3.29, Synergy_HSA=-0.101. (5) Drug 1: CC1=C(C=C(C=C1)NC2=NC=CC(=N2)N(C)C3=CC4=NN(C(=C4C=C3)C)C)S(=O)(=O)N.Cl. Drug 2: C1=C(C(=O)NC(=O)N1)N(CCCl)CCCl. Cell line: A498. Synergy scores: CSS=15.2, Synergy_ZIP=0.0550, Synergy_Bliss=5.58, Synergy_Loewe=-5.20, Synergy_HSA=2.59. (6) Drug 1: CCCS(=O)(=O)NC1=C(C(=C(C=C1)F)C(=O)C2=CNC3=C2C=C(C=N3)C4=CC=C(C=C4)Cl)F. Drug 2: CCN(CC)CCNC(=O)C1=C(NC(=C1C)C=C2C3=C(C=CC(=C3)F)NC2=O)C. Cell line: SF-268. Synergy scores: CSS=-4.37, Synergy_ZIP=3.57, Synergy_Bliss=3.50, Synergy_Loewe=-4.79, Synergy_HSA=-2.83. (7) Drug 1: C1C(C(OC1N2C=NC3=C(N=C(N=C32)Cl)N)CO)O. Drug 2: C1=NC2=C(N=C(N=C2N1C3C(C(C(O3)CO)O)O)F)N. Cell line: ACHN. Synergy scores: CSS=70.0, Synergy_ZIP=-4.65, Synergy_Bliss=-1.78, Synergy_Loewe=-0.288, Synergy_HSA=2.25.